This data is from NCI-60 drug combinations with 297,098 pairs across 59 cell lines. The task is: Regression. Given two drug SMILES strings and cell line genomic features, predict the synergy score measuring deviation from expected non-interaction effect. (1) Drug 1: C1=CC(=CC=C1CC(C(=O)O)N)N(CCCl)CCCl.Cl. Drug 2: CC1CCC2CC(C(=CC=CC=CC(CC(C(=O)C(C(C(=CC(C(=O)CC(OC(=O)C3CCCCN3C(=O)C(=O)C1(O2)O)C(C)CC4CCC(C(C4)OC)OCCO)C)C)O)OC)C)C)C)OC. Cell line: DU-145. Synergy scores: CSS=19.4, Synergy_ZIP=1.22, Synergy_Bliss=1.95, Synergy_Loewe=-9.00, Synergy_HSA=0.341. (2) Drug 1: CCCS(=O)(=O)NC1=C(C(=C(C=C1)F)C(=O)C2=CNC3=C2C=C(C=N3)C4=CC=C(C=C4)Cl)F. Drug 2: CC1=C(N=C(N=C1N)C(CC(=O)N)NCC(C(=O)N)N)C(=O)NC(C(C2=CN=CN2)OC3C(C(C(C(O3)CO)O)O)OC4C(C(C(C(O4)CO)O)OC(=O)N)O)C(=O)NC(C)C(C(C)C(=O)NC(C(C)O)C(=O)NCCC5=NC(=CS5)C6=NC(=CS6)C(=O)NCCC[S+](C)C)O. Cell line: SNB-19. Synergy scores: CSS=-2.08, Synergy_ZIP=-0.668, Synergy_Bliss=-4.51, Synergy_Loewe=-13.1, Synergy_HSA=-7.31. (3) Synergy scores: CSS=-4.07, Synergy_ZIP=3.71, Synergy_Bliss=-0.405, Synergy_Loewe=-4.45, Synergy_HSA=-8.53. Cell line: NCI-H322M. Drug 2: CCC1=C2CN3C(=CC4=C(C3=O)COC(=O)C4(CC)O)C2=NC5=C1C=C(C=C5)O. Drug 1: CC(C)(C#N)C1=CC(=CC(=C1)CN2C=NC=N2)C(C)(C)C#N.